This data is from Forward reaction prediction with 1.9M reactions from USPTO patents (1976-2016). The task is: Predict the product of the given reaction. (1) Given the reactants [Cl-].[F:2][C:3]1[CH:10]=[CH:9][C:6]([CH2:7][Zn+])=[CH:5][CH:4]=1.[Cl:11][C:12]1[CH:13]=[CH:14][C:15]2[N:21](Cl)[C:20]3[CH:23]=[CH:24][CH:25]=[CH:26][C:19]=3C=[N:17][C:16]=2[CH:27]=1, predict the reaction product. The product is: [Cl:11][C:12]1[CH:13]=[CH:14][C:15]2[NH:21][C:20]3[CH:23]=[CH:24][CH:25]=[CH:26][C:19]=3[C:7]([C:6]3[CH:9]=[CH:10][C:3]([F:2])=[CH:4][CH:5]=3)=[N:17][C:16]=2[CH:27]=1. (2) Given the reactants [P:1]([O-:13])([O:8][C:9]([CH3:12])([CH3:11])[CH3:10])([O:3][C:4]([CH3:7])([CH3:6])[CH3:5])=[O:2].[Ba+2].[C:9]([O:8][P:1]([O-:13])([O:3][C:4]([CH3:6])([CH3:7])[CH3:5])=[O:2])([CH3:12])([CH3:11])[CH3:10].S([O-])([O-])(=O)=O.[Ag+2:33], predict the reaction product. The product is: [P:1]([O-:13])([O:3][C:4]([CH3:7])([CH3:6])[CH3:5])([O:8][C:9]([CH3:11])([CH3:12])[CH3:10])=[O:2].[Ag+:33]. (3) Given the reactants [OH:1][N:2]=[C:3](Cl)[C:4]1[CH:9]=[CH:8][CH:7]=[CH:6][N:5]=1.[CH:11]1([N:14]2[C:23]3[C:18](=[CH:19][C:20]([F:31])=[C:21]([N:26]4[CH2:30][CH:29]=[CH:28][CH2:27]4)[C:22]=3[O:24][CH3:25])[C:17](=[O:32])[C:16]([C:33]([OH:35])=[O:34])=[CH:15]2)[CH2:13][CH2:12]1.C(=O)(O)[O-].[Na+], predict the reaction product. The product is: [N:5]1[CH:6]=[CH:7][CH:8]=[CH:9][C:4]=1[C:3]1[C@@H:28]2[CH2:27][N:26]([C:21]3[C:22]([O:24][CH3:25])=[C:23]4[C:18]([C:17](=[O:32])[C:16]([C:33]([OH:35])=[O:34])=[CH:15][N:14]4[CH:11]4[CH2:12][CH2:13]4)=[CH:19][C:20]=3[F:31])[CH2:30][C@@H:29]2[O:1][N:2]=1. (4) Given the reactants [NH:1]1[CH:5]=[C:4]([CH2:6][C:7]([OH:9])=O)[N:3]=[CH:2]1.[CH:10]1([O:15][C:16]2[CH:17]=[C:18]([N:26]3[CH2:31][CH2:30][NH:29][C@@H:28]([CH2:32][CH:33]([CH3:35])[CH3:34])[CH2:27]3)[CH:19]=[CH:20][C:21]=2[O:22][CH:23]([F:25])[F:24])[CH2:14][CH2:13][CH2:12][CH2:11]1, predict the reaction product. The product is: [CH:10]1([O:15][C:16]2[CH:17]=[C:18]([N:26]3[CH2:31][CH2:30][N:29]([C:7](=[O:9])[CH2:6][C:4]4[N:3]=[CH:2][NH:1][CH:5]=4)[C@@H:28]([CH2:32][CH:33]([CH3:35])[CH3:34])[CH2:27]3)[CH:19]=[CH:20][C:21]=2[O:22][CH:23]([F:24])[F:25])[CH2:14][CH2:13][CH2:12][CH2:11]1. (5) The product is: [Br:1][C:2]1[CH:3]=[CH:4][C:5]([O:16][CH2:17][C:18]2[CH:19]=[CH:20][C:21]([Cl:24])=[CH:22][CH:23]=2)=[C:6]([CH2:8][N:9]2[CH2:14][CH2:13][CH:12]([NH:15][C:33]([NH:32][C:29]3[CH:30]=[CH:31][C:26]([F:25])=[CH:27][CH:28]=3)=[O:34])[CH2:11][CH2:10]2)[CH:7]=1. Given the reactants [Br:1][C:2]1[CH:3]=[CH:4][C:5]([O:16][CH2:17][C:18]2[CH:23]=[CH:22][C:21]([Cl:24])=[CH:20][CH:19]=2)=[C:6]([CH2:8][N:9]2[CH2:14][CH2:13][CH:12]([NH2:15])[CH2:11][CH2:10]2)[CH:7]=1.[F:25][C:26]1[CH:31]=[CH:30][C:29]([N:32]=[C:33]=[O:34])=[CH:28][CH:27]=1, predict the reaction product.